Dataset: Forward reaction prediction with 1.9M reactions from USPTO patents (1976-2016). Task: Predict the product of the given reaction. Given the reactants [Br:1][C:2]1[CH:7]=[CH:6][CH:5]=[C:4](I)[CH:3]=1.C([Li])CCC.[O:14]1[CH2:17][C:16](=[O:18])[CH2:15]1.[Cl-].[NH4+], predict the reaction product. The product is: [Br:1][C:2]1[CH:3]=[C:4]([C:16]2([OH:18])[CH2:17][O:14][CH2:15]2)[CH:5]=[CH:6][CH:7]=1.